From a dataset of Full USPTO retrosynthesis dataset with 1.9M reactions from patents (1976-2016). Predict the reactants needed to synthesize the given product. (1) Given the product [C:1]([O:4][C@@H:5]1[C@H:10]([O:11][C:12](=[O:14])[CH3:13])[C@@H:9]([O:15][C:16](=[O:18])[CH3:17])[C@H:8]([CH3:19])[O:7][C@H:6]1[O:20][C@@H:21]1[C@@H:30]([OH:31])[C@H:29]([CH3:32])[O:28][C@@:23]([C@H:33]2[O:62][C@H:61]([CH2:63][O:64][CH2:65][C:66]3[CH:67]=[CH:68][CH:69]=[CH:70][CH:71]=3)[C@@H:52]([O:53][CH2:54][C:55]3[CH:60]=[CH:59][CH:58]=[CH:57][CH:56]=3)[C@H:43]([O:44][CH2:45][C:46]3[CH:51]=[CH:50][CH:49]=[CH:48][CH:47]=3)[C@H:34]2[O:35][CH2:36][C:37]2[CH:38]=[CH:39][CH:40]=[CH:41][CH:42]=2)([OH:24])[C@@H:22]1[O:72][C:73](=[O:80])[C:74]1[CH:79]=[CH:78][CH:77]=[CH:76][CH:75]=1)(=[O:3])[CH3:2], predict the reactants needed to synthesize it. The reactants are: [C:1]([O:4][C@@H:5]1[C@H:10]([O:11][C:12](=[O:14])[CH3:13])[C@@H:9]([O:15][C:16](=[O:18])[CH3:17])[C@H:8]([CH3:19])[O:7][C@H:6]1[O:20][C@@H:21]1[C@@H:30]([OH:31])[C@H:29]([CH3:32])[O:28][C@@:23]([C@H:33]2[O:62][C@H:61]([CH2:63][O:64][CH2:65][C:66]3[CH:71]=[CH:70][CH:69]=[CH:68][CH:67]=3)[C@@H:52]([O:53][CH2:54][C:55]3[CH:60]=[CH:59][CH:58]=[CH:57][CH:56]=3)[C@H:43]([O:44][CH2:45][C:46]3[CH:51]=[CH:50][CH:49]=[CH:48][CH:47]=3)[C@H:34]2[O:35][CH2:36][C:37]2[CH:42]=[CH:41][CH:40]=[CH:39][CH:38]=2)([O:24]CC=C)[C@@H:22]1[O:72][C:73](=[O:80])[C:74]1[CH:79]=[CH:78][CH:77]=[CH:76][CH:75]=1)(=[O:3])[CH3:2]. (2) Given the product [F:1][C:2]([F:16])([F:15])[C:3]1[S:7][C:6]2[CH:8]=[CH:9][CH:10]=[C:11]([C:12]([NH2:23])=[O:13])[C:5]=2[CH:4]=1, predict the reactants needed to synthesize it. The reactants are: [F:1][C:2]([F:16])([F:15])[C:3]1[S:7][C:6]2[CH:8]=[CH:9][CH:10]=[C:11]([C:12](Cl)=[O:13])[C:5]=2[CH:4]=1.O1CCOCC1.[NH3:23].O. (3) Given the product [Br:1][C:2]1[CH:3]=[C:4]2[C:5](=[CH:12][CH:13]=1)[N:6]=[C:7]([CH3:11])[N:14]([C:15]1[CH:16]=[C:17]([NH:22][C:23](=[O:34])[C:24]3[CH:29]=[CH:28][CH:27]=[C:26]([C:30]([F:31])([F:32])[F:33])[CH:25]=3)[CH:18]=[CH:19][C:20]=1[CH3:21])[C:9]2=[O:10], predict the reactants needed to synthesize it. The reactants are: [Br:1][C:2]1[CH:13]=[CH:12][C:5]2[N:6]=[C:7]([CH3:11])O[C:9](=[O:10])[C:4]=2[CH:3]=1.[NH2:14][C:15]1[CH:16]=[C:17]([NH:22][C:23](=[O:34])[C:24]2[CH:29]=[CH:28][CH:27]=[C:26]([C:30]([F:33])([F:32])[F:31])[CH:25]=2)[CH:18]=[CH:19][C:20]=1[CH3:21]. (4) Given the product [C:8]([C:6]1[C:5]([O:11][CH:21]([CH3:27])[C:22]([O:24][CH2:25][CH3:26])=[O:23])=[C:4]([I:12])[C:3]([F:13])=[C:2]([Cl:1])[CH:7]=1)(=[O:10])[CH3:9], predict the reactants needed to synthesize it. The reactants are: [Cl:1][C:2]1[C:3]([F:13])=[C:4]([I:12])[C:5]([OH:11])=[C:6]([C:8](=[O:10])[CH3:9])[CH:7]=1.C(=O)([O-])[O-].[K+].[K+].Br[CH:21]([CH3:27])[C:22]([O:24][CH2:25][CH3:26])=[O:23]. (5) Given the product [CH2:1]([O:8][C:9](=[O:51])[NH:10][CH:11]1[C:25](=[O:50])[N:26]2[CH:27]([CH2:28][C:29]3[CH:30]=[CH:31][C:32]([Cl:35])=[CH:33][CH:34]=3)[C:36](=[O:49])[N:37]([CH:38]([CH3:40])[CH3:39])[CH2:41][CH:42]2[N:13]([S:14]([C:17]2[CH:22]=[CH:21][C:20]([Cl:23])=[CH:19][C:18]=2[Cl:24])(=[O:16])=[O:15])[CH2:12]1)[C:2]1[CH:3]=[CH:4][CH:5]=[CH:6][CH:7]=1, predict the reactants needed to synthesize it. The reactants are: [CH2:1]([O:8][C:9](=[O:51])[NH:10][CH:11]([C:25](=[O:50])[NH:26][CH:27]([C:36](=[O:49])[N:37]([CH2:41][CH:42](OCC)OCC)[CH:38]([CH3:40])[CH3:39])[CH2:28][C:29]1[CH:34]=[CH:33][C:32]([Cl:35])=[CH:31][CH:30]=1)[CH2:12][NH:13][S:14]([C:17]1[CH:22]=[CH:21][C:20]([Cl:23])=[CH:19][C:18]=1[Cl:24])(=[O:16])=[O:15])[C:2]1[CH:7]=[CH:6][CH:5]=[CH:4][CH:3]=1. (6) Given the product [NH2:1][C:4]1[N:5]=[CH:6][C:7]([NH:10][S:11]([CH3:14])(=[O:13])=[O:12])=[N:8][CH:9]=1, predict the reactants needed to synthesize it. The reactants are: [N+:1]([C:4]1[N:5]=[CH:6][C:7]([NH:10][S:11]([CH3:14])(=[O:13])=[O:12])=[N:8][CH:9]=1)([O-])=O.[Cl-].[NH4+]. (7) Given the product [CH2:1]([N:8]1[C:16]2[C:11](=[CH:12][CH:13]=[C:14]([O:17][CH2:40][CH3:41])[CH:15]=2)[C:10]([C:18]([NH:20][CH2:21][C:22]2[CH:27]=[CH:26][C:25]([F:28])=[C:24]([F:29])[CH:23]=2)=[O:19])=[C:9]1[CH:30]([CH3:32])[CH3:31])[C:2]1[CH:7]=[CH:6][CH:5]=[CH:4][CH:3]=1, predict the reactants needed to synthesize it. The reactants are: [CH2:1]([N:8]1[C:16]2[C:11](=[CH:12][CH:13]=[C:14]([OH:17])[CH:15]=2)[C:10]([C:18]([NH:20][CH2:21][C:22]2[CH:27]=[CH:26][C:25]([F:28])=[C:24]([F:29])[CH:23]=2)=[O:19])=[C:9]1[CH:30]([CH3:32])[CH3:31])[C:2]1[CH:7]=[CH:6][CH:5]=[CH:4][CH:3]=1.C([O-])([O-])=O.[K+].[K+].I[CH2:40][CH3:41].